This data is from Reaction yield outcomes from USPTO patents with 853,638 reactions. The task is: Predict the reaction yield, written as a fraction of the theoretical maximum amount of product (1.0 means a 100% yield; for example, 0.34 means a 34% yield). The reactants are [C:1]([C:3]1[C:4]([C:18]([F:21])([F:20])[F:19])=[C:5]2[C:9](=[CH:10][CH:11]=1)[N:8]([CH:12]([CH3:17])[C:13]([O:15]C)=[O:14])[CH:7]=[CH:6]2)#[N:2].[OH-].[Na+]. The catalyst is C1COCC1.CO. The product is [C:1]([C:3]1[C:4]([C:18]([F:21])([F:20])[F:19])=[C:5]2[C:9](=[CH:10][CH:11]=1)[N:8]([CH:12]([CH3:17])[C:13]([OH:15])=[O:14])[CH:7]=[CH:6]2)#[N:2]. The yield is 0.990.